Dataset: NCI-60 drug combinations with 297,098 pairs across 59 cell lines. Task: Regression. Given two drug SMILES strings and cell line genomic features, predict the synergy score measuring deviation from expected non-interaction effect. Drug 1: C1=CC=C(C(=C1)C(C2=CC=C(C=C2)Cl)C(Cl)Cl)Cl. Drug 2: CCC1(C2=C(COC1=O)C(=O)N3CC4=CC5=C(C=CC(=C5CN(C)C)O)N=C4C3=C2)O.Cl. Cell line: SN12C. Synergy scores: CSS=47.0, Synergy_ZIP=-5.74, Synergy_Bliss=-4.92, Synergy_Loewe=0.0398, Synergy_HSA=-1.39.